Task: Predict the reaction yield, written as a fraction of the theoretical maximum amount of product (1.0 means a 100% yield; for example, 0.34 means a 34% yield).. Dataset: Reaction yield outcomes from USPTO patents with 853,638 reactions (1) The reactants are N1CCCCC1.[CH3:7][O:8][C:9]1[CH:10]=[C:11]([CH:14]=[CH:15][C:16]=1[O:17][CH3:18])[CH:12]=O.C([CH2:22][C:23]([NH:25][C:26]1[CH:34]=[CH:33][CH:32]=[CH:31][C:27]=1[C:28]([OH:30])=[O:29])=[O:24])(O)=O. The catalyst is C1(C)C=CC=CC=1. The product is [CH3:7][O:8][C:9]1[CH:10]=[C:11](/[CH:12]=[CH:22]/[C:23]([NH:25][C:26]2[CH:34]=[CH:33][CH:32]=[CH:31][C:27]=2[C:28]([OH:30])=[O:29])=[O:24])[CH:14]=[CH:15][C:16]=1[O:17][CH3:18]. The yield is 0.740. (2) The reactants are [CH3:1][O:2][C:3]1[CH:8]=[CH:7][C:6]([O:9][CH3:10])=[CH:5][C:4]=1[NH:11][C:12]1[C:21]([NH2:22])=[N:20][C:19]2[C:14](=[CH:15][CH:16]=[CH:17][CH:18]=2)[N:13]=1.[CH3:23][N:24]1[CH:28]=[C:27]([S:29](Cl)(=[O:31])=[O:30])[N:26]=[CH:25]1. The catalyst is N1C=CC=CC=1. The product is [CH3:1][O:2][C:3]1[CH:8]=[CH:7][C:6]([O:9][CH3:10])=[CH:5][C:4]=1[NH:11][C:12]1[C:21]([NH:22][S:29]([C:27]2[N:26]=[CH:25][N:24]([CH3:23])[CH:28]=2)(=[O:31])=[O:30])=[N:20][C:19]2[C:14]([N:13]=1)=[CH:15][CH:16]=[CH:17][CH:18]=2. The yield is 0.640. (3) The reactants are [F:1][C:2]1[C:3]([CH3:19])=[C:4]([NH:8][C:9](=[O:18])/[CH:10]=[CH:11]/C2C=CC=CC=2)[CH:5]=[CH:6][CH:7]=1.[Cl-].[Cl-].[Cl-].[Al+3]. The catalyst is ClC1C=CC=CC=1. The product is [F:1][C:2]1[C:3]([CH3:19])=[C:4]2[C:5]([CH:11]=[CH:10][C:9](=[O:18])[NH:8]2)=[CH:6][CH:7]=1. The yield is 0.790. (4) The yield is 0.720. The catalyst is O1CCCC1. The product is [F:1][C:2]1[CH:7]=[C:6]([F:8])[CH:5]=[CH:4][C:3]=1/[CH:9]=[CH:10]/[C:11]1[CH:12]=[CH:13][C:14]([S:19]([C:22]2[CH:27]=[CH:26][CH:25]=[CH:24][CH:23]=2)(=[O:21])=[O:20])=[C:15]([CH:16]([OH:17])[CH3:28])[CH:18]=1. The reactants are [F:1][C:2]1[CH:7]=[C:6]([F:8])[CH:5]=[CH:4][C:3]=1/[CH:9]=[CH:10]/[C:11]1[CH:12]=[CH:13][C:14]([S:19]([C:22]2[CH:27]=[CH:26][CH:25]=[CH:24][CH:23]=2)(=[O:21])=[O:20])=[C:15]([CH:18]=1)[CH:16]=[O:17].[CH3:28][Mg]Cl. (5) The reactants are [OH-].[K+].[CH2:3]([SH:5])[CH3:4].[CH3:6][O:7][C:8](=[O:26])[CH:9](Cl)[CH2:10][C:11]1[CH:16]=[CH:15][C:14]([O:17][CH2:18][C:19]2[CH:24]=[CH:23][CH:22]=[CH:21][CH:20]=2)=[CH:13][CH:12]=1.C(OCC)C. The catalyst is CO. The product is [CH3:6][O:7][C:8](=[O:26])[CH:9]([S:5][CH2:3][CH3:4])[CH2:10][C:11]1[CH:16]=[CH:15][C:14]([O:17][CH2:18][C:19]2[CH:24]=[CH:23][CH:22]=[CH:21][CH:20]=2)=[CH:13][CH:12]=1. The yield is 0.867. (6) The reactants are S(=O)(=O)(O)[OH:2].[S:6]1[C:10]2[CH:11]=[C:12]([NH:15][C:16](=[O:20])[CH:17]=NO)[CH:13]=[CH:14][C:9]=2[N:8]=[CH:7]1. The catalyst is O. The product is [S:6]1[C:10]2[C:9](=[CH:14][CH:13]=[C:12]3[C:11]=2[C:17](=[O:2])[C:16](=[O:20])[NH:15]3)[N:8]=[CH:7]1. The yield is 0.460. (7) The reactants are [C:1]([O:5][C:6]([N:8]1[CH2:13][C:12](=[O:14])[O:11][C:10](=[O:15])[CH2:9]1)=[O:7])([CH3:4])([CH3:3])[CH3:2].Cl.[NH2:17][CH2:18][C:19]([C:21]1[CH:26]=[CH:25][C:24]([Br:27])=[CH:23][CH:22]=1)=[O:20].CN1CCOCC1. The catalyst is CN(C)C=O. The product is [Br:27][C:24]1[CH:23]=[CH:22][C:21]([C:19](=[O:20])[CH2:18][NH:17][C:12]([CH2:13][N:8]([CH2:9][C:10]([OH:11])=[O:15])[C:6]([O:5][C:1]([CH3:2])([CH3:3])[CH3:4])=[O:7])=[O:14])=[CH:26][CH:25]=1. The yield is 0.800. (8) The reactants are [Cl:1][C:2]1[CH:7]=[CH:6][C:5]([CH2:8][C:9]#[N:10])=[CH:4][C:3]=1[OH:11].C([O-])([O-])=O.[K+].[K+].[CH:18]1[CH:23]=[CH:22][C:21]([CH2:24]Br)=[CH:20][CH:19]=1. The catalyst is CC#N. The product is [CH2:24]([O:11][C:3]1[CH:4]=[C:5]([CH2:8][C:9]#[N:10])[CH:6]=[CH:7][C:2]=1[Cl:1])[C:21]1[CH:22]=[CH:23][CH:18]=[CH:19][CH:20]=1. The yield is 0.600. (9) The reactants are [N+:1]([C:4]1[CH:12]=[C:7]2[CH2:8][NH:9][CH2:10][CH2:11][N:6]2[N:5]=1)([O-:3])=[O:2].[CH3:13][C:14]([O:17][C:18](O[C:18]([O:17][C:14]([CH3:16])([CH3:15])[CH3:13])=[O:19])=[O:19])([CH3:16])[CH3:15]. The catalyst is C1COCC1.CN(C1C=CN=CC=1)C. The product is [N+:1]([C:4]1[CH:12]=[C:7]2[CH2:8][N:9]([C:18]([O:17][C:14]([CH3:16])([CH3:15])[CH3:13])=[O:19])[CH2:10][CH2:11][N:6]2[N:5]=1)([O-:3])=[O:2]. The yield is 0.800.